From a dataset of Forward reaction prediction with 1.9M reactions from USPTO patents (1976-2016). Predict the product of the given reaction. (1) Given the reactants C(N1[CH2:9][CH2:8][N:7]([C:10]2[CH:15]=[CH:14][C:13]([B:16]([OH:18])[OH:17])=[CH:12][CH:11]=2)[CH2:6][CH2:5]1)(C)C.BrC1C=CC(N2CC[CH:29]([N:32]3[CH2:37][CH2:36][O:35][CH2:34][CH2:33]3)CC2)=CC=1, predict the reaction product. The product is: [O:35]1[CH2:36][CH2:37][N:32]([CH:29]2[CH2:5][CH2:6][N:7]([C:10]3[CH:11]=[CH:12][C:13]([B:16]([OH:17])[OH:18])=[CH:14][CH:15]=3)[CH2:8][CH2:9]2)[CH2:33][CH2:34]1. (2) Given the reactants Br[C:2]1[CH:3]=[C:4]2[C:9](=[CH:10][CH:11]=1)[C:8](=[O:12])[NH:7][C:6](=[O:13])[C:5]2=[CH:14][NH:15][C:16]1[CH:21]=[CH:20][C:19]([N:22]2[CH2:27][CH2:26][N:25]([CH3:28])[CH2:24][CH2:23]2)=[CH:18][CH:17]=1.C([Si](C(C)C)(C(C)C)[N:33]1[CH:37]=[CH:36][C:35](B(O)O)=[CH:34]1)(C)C.C(=O)([O-])[O-].[Cs+].[Cs+], predict the reaction product. The product is: [CH3:28][N:25]1[CH2:26][CH2:27][N:22]([C:19]2[CH:18]=[CH:17][C:16]([NH:15][CH:14]=[C:5]3[C:4]4[C:9](=[CH:10][CH:11]=[C:2]([C:35]5[CH:36]=[CH:37][NH:33][CH:34]=5)[CH:3]=4)[C:8](=[O:12])[NH:7][C:6]3=[O:13])=[CH:21][CH:20]=2)[CH2:23][CH2:24]1.